Regression. Given two drug SMILES strings and cell line genomic features, predict the synergy score measuring deviation from expected non-interaction effect. From a dataset of NCI-60 drug combinations with 297,098 pairs across 59 cell lines. (1) Drug 1: CC1C(C(CC(O1)OC2CC(CC3=C2C(=C4C(=C3O)C(=O)C5=C(C4=O)C(=CC=C5)OC)O)(C(=O)C)O)N)O.Cl. Drug 2: CC12CCC3C(C1CCC2O)C(CC4=C3C=CC(=C4)O)CCCCCCCCCS(=O)CCCC(C(F)(F)F)(F)F. Cell line: NCI-H522. Synergy scores: CSS=12.0, Synergy_ZIP=-6.80, Synergy_Bliss=-1.81, Synergy_Loewe=-0.564, Synergy_HSA=-0.331. (2) Drug 1: C1=CC(=CC=C1CCCC(=O)O)N(CCCl)CCCl. Drug 2: CC1C(C(CC(O1)OC2CC(OC(C2O)C)OC3=CC4=CC5=C(C(=O)C(C(C5)C(C(=O)C(C(C)O)O)OC)OC6CC(C(C(O6)C)O)OC7CC(C(C(O7)C)O)OC8CC(C(C(O8)C)O)(C)O)C(=C4C(=C3C)O)O)O)O. Cell line: OVCAR3. Synergy scores: CSS=25.0, Synergy_ZIP=5.30, Synergy_Bliss=6.49, Synergy_Loewe=-29.1, Synergy_HSA=6.60. (3) Drug 1: CC1C(C(=O)NC(C(=O)N2CCCC2C(=O)N(CC(=O)N(C(C(=O)O1)C(C)C)C)C)C(C)C)NC(=O)C3=C4C(=C(C=C3)C)OC5=C(C(=O)C(=C(C5=N4)C(=O)NC6C(OC(=O)C(N(C(=O)CN(C(=O)C7CCCN7C(=O)C(NC6=O)C(C)C)C)C)C(C)C)C)N)C. Drug 2: B(C(CC(C)C)NC(=O)C(CC1=CC=CC=C1)NC(=O)C2=NC=CN=C2)(O)O. Cell line: HCT-15. Synergy scores: CSS=11.0, Synergy_ZIP=-0.278, Synergy_Bliss=-4.23, Synergy_Loewe=-32.5, Synergy_HSA=-7.97.